This data is from CYP1A2 inhibition data for predicting drug metabolism from PubChem BioAssay. The task is: Regression/Classification. Given a drug SMILES string, predict its absorption, distribution, metabolism, or excretion properties. Task type varies by dataset: regression for continuous measurements (e.g., permeability, clearance, half-life) or binary classification for categorical outcomes (e.g., BBB penetration, CYP inhibition). Dataset: cyp1a2_veith. (1) The compound is CC(=O)NCCNc1ncncc1-c1ccccc1CN(C)C. The result is 1 (inhibitor). (2) The compound is CN(C)c1ccc(-c2cc(NCc3cccnc3)ncn2)cc1. The result is 1 (inhibitor). (3) The compound is CN(C)S(=O)(=O)Oc1ccc(Cl)cc1C(=O)Nc1cccc(C(F)(F)F)c1. The result is 1 (inhibitor). (4) The compound is O=C(O)Cc1ccc2ocnc2c1. The result is 0 (non-inhibitor). (5) The molecule is O=c1oc2ccccc2cc1-c1csc(NN=C2CCCCC2)n1. The result is 1 (inhibitor). (6) The drug is Cc1nc2cnc(N(C)C)nc2n(Cc2ccc(F)cc2)c1=O. The result is 1 (inhibitor). (7) The compound is CCN1C(=O)[C@@H]2CC=C3C(=O)[C@H]4O[C@H]4[C@@H](O)[C@H]3[C@H]2C1=O. The result is 0 (non-inhibitor). (8) The molecule is CCCCCn1c(SCC(=O)c2ccccc2)nc2cc(C(=O)NCc3ccco3)ccc2c1=O. The result is 0 (non-inhibitor).